From a dataset of Full USPTO retrosynthesis dataset with 1.9M reactions from patents (1976-2016). Predict the reactants needed to synthesize the given product. (1) The reactants are: [Cl:1][C:2]1[CH:21]=[CH:20][CH:19]=[C:18]([Cl:22])[C:3]=1[CH2:4][C:5]1[N:9]([CH2:10][C:11](O)=[O:12])[C:8]2[CH:14]=[CH:15][CH:16]=[CH:17][C:7]=2[N:6]=1.[C:23]([C:27]1[CH:28]=[C:29]([CH:31]=[C:32]([C:34]([CH3:37])([CH3:36])[CH3:35])[CH:33]=1)[NH2:30])([CH3:26])([CH3:25])[CH3:24].CN(C(ON1N=NC2C=CC=NC1=2)=[N+](C)C)C.F[P-](F)(F)(F)(F)F. Given the product [C:34]([C:32]1[CH:31]=[C:29]([NH:30][C:11](=[O:12])[CH2:10][N:9]2[C:8]3[CH:14]=[CH:15][CH:16]=[CH:17][C:7]=3[N:6]=[C:5]2[CH2:4][C:3]2[C:18]([Cl:22])=[CH:19][CH:20]=[CH:21][C:2]=2[Cl:1])[CH:28]=[C:27]([C:23]([CH3:26])([CH3:25])[CH3:24])[CH:33]=1)([CH3:37])([CH3:36])[CH3:35], predict the reactants needed to synthesize it. (2) Given the product [C:1]([O:5][C:6](=[O:7])[NH:8][C@H:9]([C:10](=[O:12])[NH:28][CH:32]1[CH2:33][CH2:34][CH2:35][CH2:36][CH2:31]1)[CH3:13])([CH3:2])([CH3:3])[CH3:4], predict the reactants needed to synthesize it. The reactants are: [C:1]([O:5][C:6]([NH:8][C@@H:9]([CH3:13])[C:10]([OH:12])=O)=[O:7])([CH3:4])([CH3:3])[CH3:2].Cl.CN(C)CCCN=C=NCC.O.O[N:28]1[C:32]2[CH:33]=[CH:34][CH:35]=[CH:36][C:31]=2N=N1.C(N1CCOCC1)C.C1(N)CCCCC1. (3) Given the product [CH2:22]([C:23]1[CH:24]=[CH:25][C:26]([O:1][CH2:2][CH2:3][CH2:4][O:5][C:6]2[CH:11]=[CH:10][C:9]([CH2:12][C@H:13]([O:17][CH3:18])[C:14]([OH:16])=[O:15])=[CH:8][CH:7]=2)=[CH:27][CH:28]=1)[CH2:21][CH2:20][CH3:19], predict the reactants needed to synthesize it. The reactants are: [OH:1][CH2:2][CH2:3][CH2:4][O:5][C:6]1[CH:11]=[CH:10][C:9]([CH2:12][C@H:13]([O:17][CH3:18])[C:14]([OH:16])=[O:15])=[CH:8][CH:7]=1.[CH3:19][CH2:20][CH2:21][CH2:22][C:23]1[CH:24]=[CH:25][C:26](O)=[CH:27][CH:28]=1. (4) Given the product [OH:2][CH2:1][C:3]1[C:4]([NH:15][CH2:16][CH2:17][NH:18][C:19](=[O:21])[CH3:20])=[N:5][C:6]2[C:11]([CH:12]=1)=[CH:10][C:9]([O:13][CH3:14])=[CH:8][CH:7]=2, predict the reactants needed to synthesize it. The reactants are: [CH:1]([C:3]1[C:4]([NH:15][CH2:16][CH2:17][NH:18][C:19](=[O:21])[CH3:20])=[N:5][C:6]2[C:11]([CH:12]=1)=[CH:10][C:9]([O:13][CH3:14])=[CH:8][CH:7]=2)=[O:2].[BH4-].[Na+]. (5) The reactants are: [Cl:1][C:2]1[C:7]([C:8]([F:11])([F:10])[F:9])=[CH:6][CH:5]=[CH:4][C:3]=1[C:12]([N:14]1[CH2:19][CH2:18][C:17]2[C:20]([I:23])=[N:21][NH:22][C:16]=2[CH2:15]1)=[O:13].[O:24]1[CH:29]=[CH:28][CH2:27][CH2:26][CH2:25]1.C1(C)C=CC(S(O)(=O)=O)=CC=1. Given the product [Cl:1][C:2]1[C:7]([C:8]([F:11])([F:9])[F:10])=[CH:6][CH:5]=[CH:4][C:3]=1[C:12]([N:14]1[CH2:19][CH2:18][C:17]2[C:20]([I:23])=[N:21][N:22]([CH:25]3[CH2:26][CH2:27][CH2:28][CH2:29][O:24]3)[C:16]=2[CH2:15]1)=[O:13].[Cl:1][C:2]1[C:7]([C:8]([F:11])([F:9])[F:10])=[CH:6][CH:5]=[CH:4][C:3]=1[C:12]([N:14]1[CH2:19][CH2:18][C:17]2[CH:20]([I:23])[N:21]([CH:25]3[CH2:26][CH2:27][CH2:28][CH2:29][O:24]3)[NH:22][C:16]=2[CH2:15]1)=[O:13], predict the reactants needed to synthesize it.